From a dataset of Reaction yield outcomes from USPTO patents with 853,638 reactions. Predict the reaction yield, written as a fraction of the theoretical maximum amount of product (1.0 means a 100% yield; for example, 0.34 means a 34% yield). The reactants are [CH2:1]1[CH2:10][O:9][C:8]2[CH:7]=[CH:6][C:5]([NH:11][C:12]3[C:17]([F:18])=[CH:16][N:15]=[C:14]([NH:19][C:20]4[CH:25]=[CH:24][CH:23]=[C:22](O)[CH:21]=4)[N:13]=3)=[CH:4][C:3]=2[O:2]1.ClC1N=C(NC2C=CC3OCCOC=3C=2)C(F)=CN=1.[CH2:46]([N:53]1[CH2:58][CH2:57][N:56](C2C=CC(N)=CC=2)[CH2:55][CH2:54]1)[C:47]1[CH:52]=[CH:51][CH:50]=[CH:49][CH:48]=1. No catalyst specified. The product is [CH2:46]([N:53]1[CH2:58][CH2:57][N:56]([C:23]2[CH:22]=[CH:21][C:20]([NH:19][C:14]3[N:13]=[C:12]([NH:11][C:5]4[CH:6]=[CH:7][C:8]5[O:9][CH2:10][CH2:1][O:2][C:3]=5[CH:4]=4)[C:17]([F:18])=[CH:16][N:15]=3)=[CH:25][CH:24]=2)[CH2:55][CH2:54]1)[C:47]1[CH:48]=[CH:49][CH:50]=[CH:51][CH:52]=1. The yield is 0.330.